This data is from Forward reaction prediction with 1.9M reactions from USPTO patents (1976-2016). The task is: Predict the product of the given reaction. (1) The product is: [F:1][C:2]1[CH:3]=[CH:4][CH:5]=[C:6]2[C:10]=1[N:9]([C:11]1[N:15]=[C:14]([C@@H:16]3[CH2:19][C@H:18]([N:20]([S:21]([C:24]4[CH:29]=[CH:28][CH:27]=[CH:26][C:25]=4[N+:30]([O-:32])=[O:31])(=[O:23])=[O:22])[CH2:46][CH2:45][CH2:44][NH:43][C:41](=[O:42])[O:40][C:36]([CH3:39])([CH3:38])[CH3:37])[CH2:17]3)[O:13][N:12]=1)[N:8]=[C:7]2[CH:33]([CH3:35])[CH3:34]. Given the reactants [F:1][C:2]1[CH:3]=[CH:4][CH:5]=[C:6]2[C:10]=1[N:9]([C:11]1[N:15]=[C:14]([C@@H:16]3[CH2:19][C@H:18]([NH:20][S:21]([C:24]4[CH:29]=[CH:28][CH:27]=[CH:26][C:25]=4[N+:30]([O-:32])=[O:31])(=[O:23])=[O:22])[CH2:17]3)[O:13][N:12]=1)[N:8]=[C:7]2[CH:33]([CH3:35])[CH3:34].[C:36]([O:40][C:41]([NH:43][CH2:44][CH2:45][CH2:46]O)=[O:42])([CH3:39])([CH3:38])[CH3:37].C(P(CCCC)CCCC)CCC.N(C(OCC)=O)=NC(OCC)=O, predict the reaction product. (2) Given the reactants CCOC(/N=N/C(OCC)=O)=O.C(OC([N:20]1[CH2:25][CH2:24][N:23]([C:26]2[C:27]([O:32][CH2:33][CH2:34][OH:35])=[N:28][CH:29]=[CH:30][N:31]=2)[CH2:22][CH2:21]1)=O)(C)(C)C.[C:36]([C:39]1[O:40][C:41]2[C:47](O)=[CH:46][CH:45]=[CH:44][C:42]=2[CH:43]=1)(=[O:38])[CH3:37].C1C=CC(P(C2C=CC=CC=2)C2C=CC=CC=2)=CC=1.[ClH:68].[NH+]1C=CC=CC=1, predict the reaction product. The product is: [ClH:68].[N:23]1([C:26]2[C:27]([O:32][CH2:33][CH2:34][O:35][C:47]3[C:41]4[O:40][C:39]([C:36](=[O:38])[CH3:37])=[CH:43][C:42]=4[CH:44]=[CH:45][CH:46]=3)=[N:28][CH:29]=[CH:30][N:31]=2)[CH2:22][CH2:21][NH:20][CH2:25][CH2:24]1. (3) Given the reactants C([N-]C(C)C)(C)C.[Li+].[Cl:9][C:10]1[CH:15]=[CH:14][C:13]([F:16])=[CH:12][N:11]=1.[I:17]I.S([O-])([O-])(=O)=S.[Na+].[Na+], predict the reaction product. The product is: [Cl:9][C:10]1[CH:15]=[C:14]([I:17])[C:13]([F:16])=[CH:12][N:11]=1. (4) Given the reactants [Br:1][C:2]1[C:10]2[S:9][N:8]=[N:7][C:6]=2[CH:5]=[C:4](I)[CH:3]=1.[CH3:12][N:13](C=O)C, predict the reaction product. The product is: [Br:1][C:2]1[C:10]2[S:9][N:8]=[N:7][C:6]=2[CH:5]=[C:4]([C:12]#[N:13])[CH:3]=1. (5) Given the reactants C(N(C(C)C)CC)(C)C.[NH2:10][C:11]1[N:12]=[C:13]([CH3:27])[C:14]2[CH:20]=[C:19](Br)[C:18](=[O:22])[N:17]([CH:23]3[CH2:26][CH2:25][CH2:24]3)[C:15]=2[N:16]=1.[Si:28]([C:32]#[CH:33])([CH3:31])([CH3:30])[CH3:29], predict the reaction product. The product is: [NH2:10][C:11]1[N:12]=[C:13]([CH3:27])[C:14]2[CH:20]=[C:19]([C:33]#[C:32][Si:28]([CH3:31])([CH3:30])[CH3:29])[C:18](=[O:22])[N:17]([CH:23]3[CH2:26][CH2:25][CH2:24]3)[C:15]=2[N:16]=1. (6) Given the reactants [Br:1][CH2:2][C:3]([O:5][CH2:6][CH3:7])=[O:4].[CH3:8][S:9][CH3:10], predict the reaction product. The product is: [Br-:1].[CH2:6]([O:5][C:3]([CH2:2][S+:9]([CH3:10])[CH3:8])=[O:4])[CH3:7].